Predict the reaction yield, written as a fraction of the theoretical maximum amount of product (1.0 means a 100% yield; for example, 0.34 means a 34% yield). From a dataset of Reaction yield outcomes from USPTO patents with 853,638 reactions. The reactants are [CH3:1][O:2][C:3]1[CH:4]=[C:5]2[C:10](=[CH:11][C:12]=1[O:13][CH3:14])[N:9]=[CH:8][CH:7]=[C:6]2[O:15][C:16]1[CH:22]=[CH:21][C:19]([NH2:20])=[C:18]([CH3:23])[C:17]=1[CH3:24].C1(C)C=CC=CC=1.C(N(CC)CC)C.Cl[C:40](Cl)([O:42]C(=O)OC(Cl)(Cl)Cl)Cl.[CH3:51][O:52][C:53]1[CH:61]=[CH:60][C:56]([CH:57]([OH:59])[CH3:58])=[CH:55][CH:54]=1. The catalyst is C(Cl)Cl. The product is [CH3:1][O:2][C:3]1[CH:4]=[C:5]2[C:10](=[CH:11][C:12]=1[O:13][CH3:14])[N:9]=[CH:8][CH:7]=[C:6]2[O:15][C:16]1[CH:22]=[CH:21][C:19]([NH:20][C:40](=[O:42])[O:59][CH:57]([C:56]2[CH:60]=[CH:61][C:53]([O:52][CH3:51])=[CH:54][CH:55]=2)[CH3:58])=[C:18]([CH3:23])[C:17]=1[CH3:24]. The yield is 0.660.